This data is from Full USPTO retrosynthesis dataset with 1.9M reactions from patents (1976-2016). The task is: Predict the reactants needed to synthesize the given product. (1) Given the product [CH3:11][C:9]1[CH:10]=[C:2]([C:25]#[N:26])[CH:3]=[C:4]2[C:8]=1[C:7](=[O:12])[N:6]([CH2:13][C:14]1[CH:19]=[CH:18][C:17]([O:20][C:21]([F:22])([F:24])[F:23])=[CH:16][CH:15]=1)[CH2:5]2, predict the reactants needed to synthesize it. The reactants are: Br[C:2]1[CH:3]=[C:4]2[C:8](=[C:9]([CH3:11])[CH:10]=1)[C:7](=[O:12])[N:6]([CH2:13][C:14]1[CH:19]=[CH:18][C:17]([O:20][C:21]([F:24])([F:23])[F:22])=[CH:16][CH:15]=1)[CH2:5]2.[C-:25]#[N:26].[Na+].CCCCCC.CCOC(C)=O. (2) Given the product [CH2:18]([N:9]([C:4]1[CH:5]=[N:6][C:7]([Cl:8])=[C:2]([Cl:1])[CH:3]=1)[CH2:10][CH:11]([O:14][CH3:15])[O:12][CH3:13])[CH:17]=[CH2:16], predict the reactants needed to synthesize it. The reactants are: [Cl:1][C:2]1[CH:3]=[C:4]([NH:9][CH2:10][CH:11]([O:14][CH3:15])[O:12][CH3:13])[CH:5]=[N:6][C:7]=1[Cl:8].[CH2:16](Br)[CH:17]=[CH2:18].[OH-].[Na+].O. (3) Given the product [CH3:18][N:19]([C:20]1[CH:21]=[N:22][CH:23]=[CH:24][C:25]=1[C:26]1[CH:31]=[CH:30][CH:29]=[CH:28][C:27]=1[CH3:32])[C:6](=[O:7])[C:5]1[CH:4]=[C:3]([C:2]([F:17])([F:16])[F:1])[CH:11]=[C:10]([C:12]([F:15])([F:14])[F:13])[CH:9]=1, predict the reactants needed to synthesize it. The reactants are: [F:1][C:2]([F:17])([F:16])[C:3]1[CH:4]=[C:5]([CH:9]=[C:10]([C:12]([F:15])([F:14])[F:13])[CH:11]=1)[C:6](Cl)=[O:7].[CH3:18][NH:19][C:20]1[CH:21]=[N:22][CH:23]=[CH:24][C:25]=1[C:26]1[CH:31]=[CH:30][CH:29]=[CH:28][C:27]=1[CH3:32].CCN(C(C)C)C(C)C. (4) Given the product [CH3:11][C:12]1([CH3:37])[CH2:21][CH2:20][C:19]([CH3:22])([CH3:23])[C:18]2[CH:17]=[C:16]([Se:24][C:25]#[C:26][C:27]3[CH:36]=[CH:35][C:30]([CH2:31][OH:32])=[CH:29][CH:28]=3)[CH:15]=[CH:14][C:13]1=2, predict the reactants needed to synthesize it. The reactants are: [H-].C([Al+]CC(C)C)C(C)C.[CH3:11][C:12]1([CH3:37])[CH2:21][CH2:20][C:19]([CH3:23])([CH3:22])[C:18]2[CH:17]=[C:16]([Se:24][C:25]#[C:26][C:27]3[CH:36]=[CH:35][C:30]([C:31](OC)=[O:32])=[CH:29][CH:28]=3)[CH:15]=[CH:14][C:13]1=2.C(C(C(C([O-])=O)O)O)([O-])=O.[Na+].[K+]. (5) Given the product [CH2:1]1[C:10]2[C:5](=[CH:6][CH:7]=[CH:8][CH:9]=2)[CH2:4][CH2:3][N:2]1[CH2:11][CH:12]([OH:30])[CH2:13][O:14][C:15]1[CH:20]=[CH:19][CH:18]=[C:17]([C:32]2[CH:33]=[N:34][C:35]3[C:40]([CH:41]=2)=[CH:39][CH:38]=[CH:37][CH:36]=3)[CH:16]=1, predict the reactants needed to synthesize it. The reactants are: [CH2:1]1[C:10]2[C:5](=[CH:6][CH:7]=[CH:8][CH:9]=2)[CH2:4][CH2:3][N:2]1[CH2:11][CH:12]([OH:30])[CH2:13][O:14][C:15]1[CH:20]=[CH:19][CH:18]=[C:17](B2OC(C)(C)C(C)(C)O2)[CH:16]=1.Br[C:32]1[CH:33]=[N:34][C:35]2[C:40]([CH:41]=1)=[CH:39][CH:38]=[CH:37][CH:36]=2.C([O-])([O-])=O.[K+].[K+].